Dataset: Catalyst prediction with 721,799 reactions and 888 catalyst types from USPTO. Task: Predict which catalyst facilitates the given reaction. (1) Reactant: [CH3:1][N:2]1[CH:6]=[C:5]([NH:7][C:8]([O:10][CH2:11][CH2:12][S:13][C:14]2[CH:19]=[CH:18][C:17]([C:20]([F:23])([F:22])[F:21])=[CH:16][CH:15]=2)=[O:9])[N:4]=[C:3]1[C:24]([O:26]CC)=[O:25].[Li+].[OH-].Cl. Product: [CH3:1][N:2]1[CH:6]=[C:5]([NH:7][C:8]([O:10][CH2:11][CH2:12][S:13][C:14]2[CH:15]=[CH:16][C:17]([C:20]([F:23])([F:21])[F:22])=[CH:18][CH:19]=2)=[O:9])[N:4]=[C:3]1[C:24]([OH:26])=[O:25]. The catalyst class is: 20. (2) Reactant: [CH2:1]([O:8][C:9]1[CH:10]=[C:11]([CH:20]([OH:28])[C:21]2[CH:26]=[CH:25][C:24]([CH3:27])=[CH:23][CH:22]=2)[CH:12]=[C:13]2[C:18]=1[N:17]=[CH:16][NH:15][C:14]2=[O:19])[C:2]1[CH:7]=[CH:6][CH:5]=[CH:4][CH:3]=1. Product: [CH2:1]([O:8][C:9]1[CH:10]=[C:11]([C:20](=[O:28])[C:21]2[CH:22]=[CH:23][C:24]([CH3:27])=[CH:25][CH:26]=2)[CH:12]=[C:13]2[C:18]=1[N:17]=[CH:16][NH:15][C:14]2=[O:19])[C:2]1[CH:7]=[CH:6][CH:5]=[CH:4][CH:3]=1. The catalyst class is: 327.